Dataset: Full USPTO retrosynthesis dataset with 1.9M reactions from patents (1976-2016). Task: Predict the reactants needed to synthesize the given product. Given the product [Br:1][C:2]1[CH:3]=[CH:4][C:5]2[N:6]([N:8]=[C:9]([N:11]([C:12]([O:14][C:15]([CH3:18])([CH3:17])[CH3:16])=[O:13])[C:12]([O:14][C:15]([CH3:18])([CH3:17])[CH3:16])=[O:13])[N:10]=2)[CH:7]=1, predict the reactants needed to synthesize it. The reactants are: [Br:1][C:2]1[CH:3]=[CH:4][C:5]2[N:6]([N:8]=[C:9]([NH2:11])[N:10]=2)[CH:7]=1.[C:12](O[C:12]([O:14][C:15]([CH3:18])([CH3:17])[CH3:16])=[O:13])([O:14][C:15]([CH3:18])([CH3:17])[CH3:16])=[O:13].